The task is: Predict the product of the given reaction.. This data is from Forward reaction prediction with 1.9M reactions from USPTO patents (1976-2016). (1) The product is: [NH2:9][C:8]1[CH:7]=[CH:6][C:5]([C:12]([CH3:16])([CH3:15])[C:13]#[N:14])=[CH:4][C:3]=1[O:2][CH3:1]. Given the reactants [CH3:1][O:2][C:3]1[CH:4]=[C:5]([C:12]([CH3:16])([CH3:15])[C:13]#[N:14])[CH:6]=[CH:7][C:8]=1[N+:9]([O-])=O, predict the reaction product. (2) Given the reactants [CH3:1][C:2]([CH3:6])([CH3:5])[CH2:3][OH:4].CS(C)=O.[H-].[Na+].[Br:13][C:14]1[CH:15]=[C:16]2[C@:27]3([N:32]=[C:31]([NH2:33])[CH2:30][O:29][CH2:28]3)[C:26]3[CH:25]=[C:24](Cl)[N:23]=[CH:22][C:21]=3[O:20][C:17]2=[CH:18][CH:19]=1, predict the reaction product. The product is: [Br:13][C:14]1[CH:15]=[C:16]2[C@:27]3([N:32]=[C:31]([NH2:33])[CH2:30][O:29][CH2:28]3)[C:26]3[CH:25]=[C:24]([O:4][CH2:3][C:2]([CH3:6])([CH3:5])[CH3:1])[N:23]=[CH:22][C:21]=3[O:20][C:17]2=[CH:18][CH:19]=1. (3) Given the reactants Cl.[Cl:2][CH2:3][C:4]1[CH:5]=[N:6][CH:7]=[CH:8][CH:9]=1.C([O-])([O-])=O.[K+].[K+].[CH:16]1[CH:21]=[CH:20][C:19]([P:22]([C:29]2[CH:34]=[CH:33][CH:32]=[CH:31][CH:30]=2)[C:23]2[CH:28]=[CH:27][CH:26]=[CH:25][CH:24]=2)=[CH:18][CH:17]=1, predict the reaction product. The product is: [Cl-:2].[N:6]1[CH:7]=[CH:8][CH:9]=[C:4]([CH2:3][P+:22]([C:23]2[CH:24]=[CH:25][CH:26]=[CH:27][CH:28]=2)([C:29]2[CH:34]=[CH:33][CH:32]=[CH:31][CH:30]=2)[C:19]2[CH:18]=[CH:17][CH:16]=[CH:21][CH:20]=2)[CH:5]=1. (4) Given the reactants [Cl:1][C:2]1[CH:7]=[CH:6][CH:5]=[CH:4][C:3]=1[N:8]1[C:13](=[O:14])[C:12]2[S:15][CH:16]=[CH:17][C:11]=2[N:10]=[C:9]1[CH:18]=O.[F:20][C:21]1[CH:27]=[CH:26][CH:25]=[CH:24][C:22]=1[NH2:23].S([O-])([O-])(=O)=O.[Na+].[Na+].C(O[BH-](OC(=O)C)OC(=O)C)(=O)C.[Na+].C(=O)(O)[O-].[Na+], predict the reaction product. The product is: [Cl:1][C:2]1[CH:7]=[CH:6][CH:5]=[CH:4][C:3]=1[N:8]1[C:13](=[O:14])[C:12]2[S:15][CH:16]=[CH:17][C:11]=2[N:10]=[C:9]1[CH2:18][NH:23][C:22]1[CH:24]=[CH:25][CH:26]=[CH:27][C:21]=1[F:20]. (5) Given the reactants [Si]([O:8][CH2:9][CH:10]1[CH2:15][CH2:14][N:13]([C:16]2[CH:17]=[CH:18][C:19]([NH:22][C:23]3[N:24]=[CH:25][C:26]4[C:31]5[CH:32]=[CH:33][N:34]=[C:35]([F:36])[C:30]=5[N:29]([CH:37]5[CH2:41][CH2:40][CH2:39][CH2:38]5)[C:27]=4[N:28]=3)=[N:20][CH:21]=2)[CH2:12][CH2:11]1)(C(C)(C)C)(C)C.[F-].C([N+](CCCC)(CCCC)CCCC)CCC.C([O-])([O-])=O.[K+].[K+].Cl, predict the reaction product. The product is: [CH:37]1([N:29]2[C:27]3[N:28]=[C:23]([NH:22][C:19]4[N:20]=[CH:21][C:16]([N:13]5[CH2:12][CH2:11][CH:10]([CH2:9][OH:8])[CH2:15][CH2:14]5)=[CH:17][CH:18]=4)[N:24]=[CH:25][C:26]=3[C:31]3[CH:32]=[CH:33][N:34]=[C:35]([F:36])[C:30]2=3)[CH2:38][CH2:39][CH2:40][CH2:41]1.